The task is: Predict which catalyst facilitates the given reaction.. This data is from Catalyst prediction with 721,799 reactions and 888 catalyst types from USPTO. (1) Reactant: C([O:8][C:9]1[CH:18]=[C:17]2[C:12]([C:13]([NH:19][C:20]3[CH:21]=[C:22]([NH:27][C:28](=[O:40])[C:29]4[CH:34]=[CH:33][CH:32]=[C:31]([C:35]([C:38]#[N:39])([CH3:37])[CH3:36])[CH:30]=4)[CH:23]=[CH:24][C:25]=3[CH3:26])=[N:14][CH:15]=[N:16]2)=[CH:11][C:10]=1[O:41][CH3:42])C1C=CC=CC=1.[H][H]. Product: [C:38]([C:35]([C:31]1[CH:30]=[C:29]([CH:34]=[CH:33][CH:32]=1)[C:28]([NH:27][C:22]1[CH:23]=[CH:24][C:25]([CH3:26])=[C:20]([NH:19][C:13]2[C:12]3[C:17](=[CH:18][C:9]([OH:8])=[C:10]([O:41][CH3:42])[CH:11]=3)[N:16]=[CH:15][N:14]=2)[CH:21]=1)=[O:40])([CH3:36])[CH3:37])#[N:39]. The catalyst class is: 19. (2) Reactant: [CH:1]1[C:11]2[CH2:10][CH2:9][C:8]3[CH:12]=[CH:13][CH:14]=[CH:15][C:7]=3[N:6]([C:16](=O)[CH:17]([CH3:20])[C:18]#[N:19])[C:5]=2[CH:4]=[CH:3][CH:2]=1.B.C1COCC1.[ClH:28].[OH-].[Na+]. Product: [ClH:28].[CH:1]1[C:11]2[CH2:10][CH2:9][C:8]3[CH:12]=[CH:13][CH:14]=[CH:15][C:7]=3[N:6]([CH2:16][CH:17]([CH3:20])[CH2:18][NH2:19])[C:5]=2[CH:4]=[CH:3][CH:2]=1. The catalyst class is: 1. (3) Reactant: [CH3:1]I.[C:3]([O:7][C:8]([N:10]1[CH2:15][CH2:14][C@@H:13]([OH:16])[C@H:12]([N:17]=[N+:18]=[N-:19])[CH2:11]1)=[O:9])([CH3:6])([CH3:5])[CH3:4].[H-].[Na+]. Product: [C:3]([O:7][C:8]([N:10]1[CH2:15][CH2:14][C@@H:13]([O:16][CH3:1])[C@H:12]([N:17]=[N+:18]=[N-:19])[CH2:11]1)=[O:9])([CH3:6])([CH3:4])[CH3:5]. The catalyst class is: 7. (4) Reactant: [C:1]([CH:3]=[C:4]1[CH2:9][CH2:8][N:7]([C:10]([O:12][C:13]([CH3:16])([CH3:15])[CH3:14])=[O:11])[CH:6]([C:17]2[CH:22]=[CH:21][CH:20]=[CH:19][CH:18]=2)[CH2:5]1)#[N:2].N#N. Product: [C:1]([CH2:3][CH:4]1[CH2:9][CH2:8][N:7]([C:10]([O:12][C:13]([CH3:16])([CH3:15])[CH3:14])=[O:11])[CH:6]([C:17]2[CH:18]=[CH:19][CH:20]=[CH:21][CH:22]=2)[CH2:5]1)#[N:2]. The catalyst class is: 19. (5) Reactant: [CH3:1][N:2]([CH3:4])[CH3:3].C(O)C.[Br:8][CH2:9][CH2:10][CH2:11][C:12]([O:14][C@H:15]([C:25]1[CH:30]=[CH:29][C:28]([C:31]2[CH:32]=[N:33][C:34]([CH2:37][NH:38][S:39]([CH3:42])(=[O:41])=[O:40])=[CH:35][CH:36]=2)=[CH:27][CH:26]=1)[C@H:16]([NH:19][C:20](=[O:24])[CH:21]([F:23])[F:22])[CH2:17][F:18])=[O:13]. Product: [Br-:8].[F:22][CH:21]([F:23])[C:20]([NH:19][C@H:16]([CH2:17][F:18])[C@H:15]([O:14][C:12](=[O:13])[CH2:11][CH2:10][CH2:9][N+:2]([CH3:4])([CH3:3])[CH3:1])[C:25]1[CH:30]=[CH:29][C:28]([C:31]2[CH:32]=[N:33][C:34]([CH2:37][NH:38][S:39]([CH3:42])(=[O:41])=[O:40])=[CH:35][CH:36]=2)=[CH:27][CH:26]=1)=[O:24]. The catalyst class is: 7. (6) Reactant: [Cl:1][C:2]1[CH:7]=[CH:6][C:5]([CH:8]([C:32]2[CH:37]=[CH:36][C:35]([Cl:38])=[CH:34][CH:33]=2)[N:9]2[CH2:12][CH:11]([C:13](C)([C:23]3[CH:28]=[C:27]([F:29])[CH:26]=[C:25]([F:30])[CH:24]=3)[C:14]([NH:16]C3CCCCC3)=[O:15])[CH2:10]2)=[CH:4][CH:3]=1.N[CH2:40][CH:41]1[CH2:46][CH2:45][CH2:44][CH2:43][CH2:42]1.Cl.CN(C)CCCN=C=NCC.O.OC1C2N=NNC=2C=CC=1.Cl.ClC1C=CC(C(C2C=CC(Cl)=CC=2)N2CC(C(C3C=C(F)C=C(F)C=3)C(O)=O)C2)=CC=1. Product: [Cl:38][C:35]1[CH:34]=[CH:33][C:32]([CH:8]([C:5]2[CH:4]=[CH:3][C:2]([Cl:1])=[CH:7][CH:6]=2)[N:9]2[CH2:12][CH:11]([CH:13]([C:23]3[CH:24]=[C:25]([F:30])[CH:26]=[C:27]([F:29])[CH:28]=3)[C:14]([NH:16][CH2:40][CH:41]3[CH2:46][CH2:45][CH2:44][CH2:43][CH2:42]3)=[O:15])[CH2:10]2)=[CH:37][CH:36]=1. The catalyst class is: 236. (7) Reactant: [C:1]([O:9][CH2:10][C@@:11]1([CH3:26])[CH:17]=[CH:16][CH2:15][CH:14]([O:18]CC2C=CC=CC=2)[CH2:13][O:12]1)(=[O:8])[C:2]1[CH:7]=[CH:6][CH:5]=[CH:4][CH:3]=1. Product: [C:1]([O:9][CH2:10][C@@:11]1([CH3:26])[CH2:17][CH2:16][CH2:15][CH:14]([OH:18])[CH2:13][O:12]1)(=[O:8])[C:2]1[CH:7]=[CH:6][CH:5]=[CH:4][CH:3]=1. The catalyst class is: 19. (8) Reactant: [CH3:1][O:2][CH:3]([O:6][CH3:7])[CH2:4][NH2:5].[O-]S([O-])(=O)=O.[Mg+2].[CH3:14][O:15][C:16]1[CH:17]=[C:18]([CH:21]=[C:22]([O:26][CH3:27])[C:23]=1[O:24][CH3:25])[CH:19]=O. Product: [CH3:27][O:26][C:22]1[CH:21]=[C:18]([CH:17]=[C:16]([O:15][CH3:14])[C:23]=1[O:24][CH3:25])[CH:19]=[N:5][CH2:4][CH:3]([O:6][CH3:7])[O:2][CH3:1]. The catalyst class is: 22. (9) Reactant: [C:1]([CH2:3][C:4]1([N:18]2[CH:22]=[C:21]([C:23]3[CH:28]=[CH:27][N:26]=[C:25]4[N:29]([CH2:32][O:33][CH2:34][CH2:35][Si:36]([CH3:39])([CH3:38])[CH3:37])[CH:30]=[CH:31][C:24]=34)[CH:20]=[N:19]2)[CH2:7][N:6]([C:8]2[N:9]=[CH:10][C:11]([C:14]([O:16]C)=[O:15])=[N:12][CH:13]=2)[CH2:5]1)#[N:2].O.[OH-].[Li+].Cl. Product: [C:1]([CH2:3][C:4]1([N:18]2[CH:22]=[C:21]([C:23]3[CH:28]=[CH:27][N:26]=[C:25]4[N:29]([CH2:32][O:33][CH2:34][CH2:35][Si:36]([CH3:37])([CH3:39])[CH3:38])[CH:30]=[CH:31][C:24]=34)[CH:20]=[N:19]2)[CH2:7][N:6]([C:8]2[N:9]=[CH:10][C:11]([C:14]([OH:16])=[O:15])=[N:12][CH:13]=2)[CH2:5]1)#[N:2]. The catalyst class is: 200. (10) Reactant: [CH3:1][C:2]1[N:7]([CH3:8])[C:6](=[O:9])[N:5]([CH3:10])[C:4](=[O:11])[C:3]=1[N+:12]([O-:14])=[O:13].N1CCCCC1.[CH:21]([C:23]1[CH:31]=[CH:30][C:26]([C:27]([OH:29])=[O:28])=[CH:25][CH:24]=1)=O. Product: [CH3:10][N:5]1[C:4](=[O:11])[C:3]([N+:12]([O-:14])=[O:13])=[C:2]([CH:1]=[CH:21][C:23]2[CH:31]=[CH:30][C:26]([C:27]([OH:29])=[O:28])=[CH:25][CH:24]=2)[N:7]([CH3:8])[C:6]1=[O:9]. The catalyst class is: 12.